This data is from Forward reaction prediction with 1.9M reactions from USPTO patents (1976-2016). The task is: Predict the product of the given reaction. (1) Given the reactants [N:1]1[C:6]2[NH:7][CH:8]=[CH:9][C:5]=2[C:4]([C:10]2[CH:11]=[N:12][N:13]([C:15]3([CH2:26][C:27]#[N:28])[CH2:18][N:17](C(OC(C)(C)C)=O)[CH2:16]3)[CH:14]=2)=[N:3][CH:2]=1.O.[ClH:30].C(O)(C)C, predict the reaction product. The product is: [ClH:30].[ClH:30].[N:1]1[C:6]2[NH:7][CH:8]=[CH:9][C:5]=2[C:4]([C:10]2[CH:11]=[N:12][N:13]([C:15]3([CH2:26][C:27]#[N:28])[CH2:18][NH:17][CH2:16]3)[CH:14]=2)=[N:3][CH:2]=1. (2) Given the reactants [C:1]([C:5]1[N:6]=[C:7]([N:16]2[CH2:20][CH2:19][C:18]([F:22])([F:21])[CH2:17]2)[C:8]2[N:13]=[N:12][N:11]([CH2:14][CH3:15])[C:9]=2[N:10]=1)([CH3:4])([CH3:3])[CH3:2].C(C1N=C(N2CCC(F)(F)C2)C2N=NNC=2N=1)(C)(C)C.BrCC1[C:50]([Cl:51])=[C:49]([Cl:52])[CH:48]=[CH:47][C:46]=1[Cl:53], predict the reaction product. The product is: [C:1]([C:5]1[N:6]=[C:7]([N:16]2[CH2:20][CH2:19][C:18]([F:21])([F:22])[CH2:17]2)[C:8]2[N:13]=[N:12][N:11]([CH2:14][C:15]3[C:46]([Cl:53])=[CH:47][CH:48]=[C:49]([Cl:52])[C:50]=3[Cl:51])[C:9]=2[N:10]=1)([CH3:2])([CH3:3])[CH3:4]. (3) Given the reactants [Cl:1][C:2]1[CH:27]=[CH:26][CH:25]=[C:24](F)[C:3]=1[C:4]([NH:6][C@H:7]([C:21]([OH:23])=[O:22])[CH2:8][NH:9][C:10](=[O:20])[CH2:11][CH:12]([C:14]1[CH:19]=[CH:18][CH:17]=[CH:16][CH:15]=1)[CH3:13])=[O:5].[Cl:29]C1C=CC=C(Cl)C=1C(N[C@H](C(O)=O)CNC([C@@H]1CCC(=O)O1)=O)=O, predict the reaction product. The product is: [Cl:1][C:2]1[CH:27]=[CH:26][CH:25]=[C:24]([Cl:29])[C:3]=1[C:4]([NH:6][C@H:7]([C:21]([OH:23])=[O:22])[CH2:8][NH:9][C:10](=[O:20])[CH2:11][CH:12]([C:14]1[CH:19]=[CH:18][CH:17]=[CH:16][CH:15]=1)[CH3:13])=[O:5]. (4) The product is: [NH2:20][C:10]1[C:9]2[N:8]=[C:7]([CH2:21][CH2:22][CH3:23])[N:6]([CH2:5][CH2:4][CH2:3][CH2:2][NH:1][C:36]([CH:31]3[CH2:35][CH2:34][CH2:33][CH2:32]3)=[O:37])[C:18]=2[C:17]2[CH:16]=[CH:15][C:14]([Br:19])=[CH:13][C:12]=2[N:11]=1. Given the reactants [NH2:1][CH2:2][CH2:3][CH2:4][CH2:5][N:6]1[C:18]2[C:17]3[CH:16]=[CH:15][C:14]([Br:19])=[CH:13][C:12]=3[N:11]=[C:10]([NH2:20])[C:9]=2[N:8]=[C:7]1[CH2:21][CH2:22][CH3:23].C(N(CC)CC)C.[CH:31]1([C:36](Cl)=[O:37])[CH2:35][CH2:34][CH2:33][CH2:32]1, predict the reaction product. (5) The product is: [C:18]([C:3]1[CH:4]=[CH:5][C:6]([O:8][CH2:9][C:10]2[CH:15]=[CH:14][C:13]([O:16][CH3:17])=[CH:12][CH:11]=2)=[CH:7][C:2]=1[O:1][C:28](=[O:32])[CH:29]([CH3:31])[CH3:30])(=[O:20])[CH3:19]. Given the reactants [OH:1][C:2]1[CH:7]=[C:6]([O:8][CH2:9][C:10]2[CH:15]=[CH:14][C:13]([O:16][CH3:17])=[CH:12][CH:11]=2)[CH:5]=[CH:4][C:3]=1[C:18](=[O:20])[CH3:19].C(N(CC)CC)C.[C:28](Cl)(=[O:32])[CH:29]([CH3:31])[CH3:30].O, predict the reaction product. (6) Given the reactants [C:1]([OH:8])(=[O:7])[CH2:2][CH2:3][C:4]([OH:6])=[O:5].[F:9][C:10]([F:34])([F:33])[O:11][C:12]1[CH:32]=[CH:31][C:15]([O:16][CH2:17][CH2:18][CH2:19][O:20][NH:21][C:22]([NH:24][C:25]([NH:27][CH:28]([CH3:30])[CH3:29])=[NH:26])=[NH:23])=[CH:14][CH:13]=1.O, predict the reaction product. The product is: [C:1]([OH:8])(=[O:7])[CH2:2][CH2:3][C:4]([OH:6])=[O:5].[F:9][C:10]([F:33])([F:34])[O:11][C:12]1[CH:13]=[CH:14][C:15]([O:16][CH2:17][CH2:18][CH2:19][O:20][NH:21][C:22]([NH:24][C:25]([NH:27][CH:28]([CH3:29])[CH3:30])=[NH:26])=[NH:23])=[CH:31][CH:32]=1.[F:9][C:10]([F:33])([F:34])[O:11][C:12]1[CH:13]=[CH:14][C:15]([O:16][CH2:17][CH2:18][CH2:19][O:20][NH:21][C:22]([NH:24][C:25]([NH:27][CH:28]([CH3:29])[CH3:30])=[NH:26])=[NH:23])=[CH:31][CH:32]=1.